Dataset: Forward reaction prediction with 1.9M reactions from USPTO patents (1976-2016). Task: Predict the product of the given reaction. (1) Given the reactants C(O[C:6]([N:8]1[CH2:12][C:11](=[N:13][O:14][CH3:15])[CH2:10][C@H:9]1[C:16]([OH:18])=O)=[O:7])(C)(C)C.[N:19]([CH2:22][CH2:23][CH2:24][CH2:25][CH3:26])=C=O.[N:27]1([C:32]2[CH:37]=[CH:36][CH:35]=[CH:34][C:33]=2[NH2:38])[CH:31]=[CH:30][CH:29]=[CH:28]1, predict the reaction product. The product is: [CH3:15][O:14][N:13]=[C:11]1[CH2:12][N:8]([C:6]([NH:19][CH2:22][CH2:23][CH2:24][CH2:25][CH3:26])=[O:7])[C@H:9]([C:16]([NH:38][C:33]2[CH:34]=[CH:35][CH:36]=[CH:37][C:32]=2[N:27]2[CH:28]=[CH:29][CH:30]=[CH:31]2)=[O:18])[CH2:10]1. (2) Given the reactants C([O:5][C:6](=[O:18])[CH2:7][O:8][C:9]1[CH:14]=[CH:13][C:12]([Cl:15])=[CH:11][C:10]=1[C:16]#[CH:17])(C)(C)C.Br[C:20]1[CH:21]=[N:22][CH:23]=[CH:24][C:25]=1[CH2:26][CH2:27][CH2:28][CH2:29][CH2:30][CH3:31], predict the reaction product. The product is: [Cl:15][C:12]1[CH:13]=[CH:14][C:9]([O:8][CH2:7][C:6]([OH:5])=[O:18])=[C:10]([C:16]#[C:17][C:20]2[CH:21]=[N:22][CH:23]=[CH:24][C:25]=2[CH2:26][CH2:27][CH2:28][CH2:29][CH2:30][CH3:31])[CH:11]=1. (3) Given the reactants C([Li])CCC.CC1(C)CCCC(C)(C)N1.[F:16][C:17]1[CH:22]=[CH:21][CH:20]=[CH:19][C:18]=1[C:23]1[CH:28]=[CH:27][N:26]=[CH:25][CH:24]=1.[B:29](OC)([O:32]C)[O:30]C.Cl, predict the reaction product. The product is: [F:16][C:17]1[C:18]([C:23]2[CH:24]=[CH:25][N:26]=[CH:27][CH:28]=2)=[CH:19][CH:20]=[CH:21][C:22]=1[B:29]([OH:32])[OH:30]. (4) The product is: [CH:1]1([CH:4]([C:13]([N:15]2[CH2:20][CH2:19][C:18]3[N:21]=[C:22]([C:24]4[CH:29]=[CH:28][CH:27]=[CH:26][CH:25]=4)[O:23][C:17]=3[CH2:16]2)=[O:14])[CH2:5][C:6]([O:8][CH3:9])=[O:7])[CH2:3][CH2:2]1. Given the reactants [CH:1]1([CH:4]([C:13]([N:15]2[CH2:20][CH2:19][C:18]3[N:21]=[C:22]([C:24]4[CH:29]=[CH:28][CH:27]=[CH:26][CH:25]=4)[O:23][C:17]=3[CH2:16]2)=[O:14])[CH2:5][C:6]([O:8][C:9](C)(C)C)=[O:7])[CH2:3][CH2:2]1, predict the reaction product.